This data is from Peptide-MHC class II binding affinity with 134,281 pairs from IEDB. The task is: Regression. Given a peptide amino acid sequence and an MHC pseudo amino acid sequence, predict their binding affinity value. This is MHC class II binding data. (1) The peptide sequence is GKTFSVGTGNCTTNI. The MHC is DRB1_0801 with pseudo-sequence DRB1_0801. The binding affinity (normalized) is 0.254. (2) The peptide sequence is HFSNVFRSVMAPFTM. The MHC is H-2-IAb with pseudo-sequence H-2-IAb. The binding affinity (normalized) is 0.416. (3) The peptide sequence is PSMGRDIKVQFQSGG. The MHC is DRB3_0101 with pseudo-sequence DRB3_0101. The binding affinity (normalized) is 0.264. (4) The peptide sequence is MAKLLGRDPEQSQEAL. The MHC is DRB1_0301 with pseudo-sequence DRB1_0301. The binding affinity (normalized) is 0.264. (5) The peptide sequence is YASVEAANASPLQVA. The MHC is HLA-DPA10103-DPB10401 with pseudo-sequence HLA-DPA10103-DPB10401. The binding affinity (normalized) is 0.296. (6) The peptide sequence is RLEFDEFVTLAAKFI. The MHC is DRB1_0802 with pseudo-sequence DRB1_0802. The binding affinity (normalized) is 0.557.